Dataset: Forward reaction prediction with 1.9M reactions from USPTO patents (1976-2016). Task: Predict the product of the given reaction. (1) Given the reactants [F:1][C:2]1[C:3]([O:12][CH3:13])=[C:4]([C:7]([F:11])=[CH:8][C:9]=1F)[CH:5]=[O:6].C(=O)([O-])[O-].[K+].[K+].[Cl:20][C:21]1[CH:26]=[CH:25][C:24]([OH:27])=[CH:23][C:22]=1[C:28]([F:31])([F:30])[F:29].[CH3:32][S:33]([NH2:36])(=[O:35])=[O:34].C(C(OC1C(OC(C(C)(C)C)=O)=C(I)C=CC=1)=O)(C)(C)C, predict the reaction product. The product is: [Cl:20][C:21]1[CH:26]=[CH:25][C:24]([O:27][C:9]2[CH:8]=[C:7]([F:11])[C:4]([C:5]([NH:36][S:33]([CH3:32])(=[O:35])=[O:34])=[O:6])=[C:3]([O:12][CH3:13])[C:2]=2[F:1])=[CH:23][C:22]=1[C:28]([F:29])([F:30])[F:31]. (2) Given the reactants [CH:1]1([S:4]([C:7]2[CH:12]=[CH:11][C:10]([CH:13]([O:17][C:18]3[CH:23]=[CH:22][C:21]([F:24])=[CH:20][C:19]=3[F:25])[C:14](O)=[O:15])=[CH:9][CH:8]=2)(=[O:6])=[O:5])[CH2:3][CH2:2]1.[NH2:26][C:27]1[S:28][CH:29]=[CH:30][N:31]=1.C1C=CC2N(O)N=NC=2C=1.CCN=C=NCCCN(C)C, predict the reaction product. The product is: [CH:1]1([S:4]([C:7]2[CH:12]=[CH:11][C:10]([CH:13]([O:17][C:18]3[CH:23]=[CH:22][C:21]([F:24])=[CH:20][C:19]=3[F:25])[C:14]([NH:26][C:27]3[S:28][CH:29]=[CH:30][N:31]=3)=[O:15])=[CH:9][CH:8]=2)(=[O:6])=[O:5])[CH2:2][CH2:3]1. (3) Given the reactants [CH:1]1([C:7]2[CH:43]=[CH:42][C:10]([CH2:11][N:12]([C:28]3[CH:29]=[C:30]([P:34](=[O:41])([O:38]CC)[O:35]CC)[CH:31]=[CH:32][CH:33]=3)[C:13](=[O:27])[C:14]3[CH:19]=[CH:18][C:17]([O:20][C:21]4[CH:26]=[CH:25][CH:24]=[CH:23][CH:22]=4)=[CH:16][CH:15]=3)=[CH:9][CH:8]=2)[CH2:6][CH2:5][CH2:4][CH2:3][CH2:2]1, predict the reaction product. The product is: [CH:1]1([C:7]2[CH:8]=[CH:9][C:10]([CH2:11][N:12]([C:28]3[CH:29]=[C:30]([P:34](=[O:35])([OH:41])[OH:38])[CH:31]=[CH:32][CH:33]=3)[C:13](=[O:27])[C:14]3[CH:19]=[CH:18][C:17]([O:20][C:21]4[CH:26]=[CH:25][CH:24]=[CH:23][CH:22]=4)=[CH:16][CH:15]=3)=[CH:42][CH:43]=2)[CH2:6][CH2:5][CH2:4][CH2:3][CH2:2]1. (4) The product is: [ClH:30].[CH3:29][N:2]([CH3:1])[C:3]1([C:22]2[CH:27]=[CH:26][CH:25]=[C:24]([F:28])[CH:23]=2)[CH2:8][CH2:7][CH:6]([CH2:9][C:10]([NH:12][CH2:13][CH2:14][CH2:15][C:16]2[CH:17]=[CH:18][CH:19]=[CH:20][CH:21]=2)=[O:11])[CH2:5][CH2:4]1. Given the reactants [CH3:1][N:2]([CH3:29])[C:3]1([C:22]2[CH:27]=[CH:26][CH:25]=[C:24]([F:28])[CH:23]=2)[CH2:8][CH2:7][CH:6]([CH2:9][C:10]([NH:12][CH2:13][CH2:14][CH2:15][C:16]2[CH:21]=[CH:20][CH:19]=[CH:18][CH:17]=2)=[O:11])[CH2:5][CH2:4]1.[Cl:30][Si](C)(C)C.CCOCC, predict the reaction product. (5) Given the reactants [CH3:1][C:2]1[O:6][C:5]([C:7]2[CH:12]=[CH:11][CH:10]=[CH:9][CH:8]=2)=[N:4][C:3]=1[CH2:13][O:14][C:15]1[CH:24]=[CH:23][C:18]([C:19]([O:21]C)=[O:20])=[CH:17][CH:16]=1.[OH-].[Na+].O1CCCC1.Cl, predict the reaction product. The product is: [CH3:1][C:2]1[O:6][C:5]([C:7]2[CH:8]=[CH:9][CH:10]=[CH:11][CH:12]=2)=[N:4][C:3]=1[CH2:13][O:14][C:15]1[CH:16]=[CH:17][C:18]([C:19]([OH:21])=[O:20])=[CH:23][CH:24]=1. (6) Given the reactants [CH:1]([C:3]1[CH:8]=[CH:7][CH:6]=[CH:5][N:4]=1)=[CH2:2].[CH2:9]1[C:17]2[C:12](=[CH:13][CH:14]=[CH:15][CH:16]=2)[CH:11]=[CH:10]1.CC(C)([O-])C.[K+].C(O)(=O)C, predict the reaction product. The product is: [CH2:9]1[C:17]2[C:12](=[CH:13][CH:14]=[CH:15][CH:16]=2)[C:11]([CH2:2][CH2:1][C:3]2[CH:8]=[CH:7][CH:6]=[CH:5][N:4]=2)=[CH:10]1. (7) Given the reactants NC1C=CNC=1C(OCC)=O.Cl[C:13]1[CH:29]=[C:28](C)[C:16]2[NH:17][C:18]([S:20]C3OC(C=O)=CC=3)=[N:19][C:15]=2[CH:14]=1.C1(=O)CCCC(=O)C1, predict the reaction product. The product is: [SH:20][C:18]1[NH:17][C:16]2[CH:28]=[CH:29][CH:13]=[CH:14][C:15]=2[N:19]=1. (8) Given the reactants C(O[C:6](=O)[N:7](C)[CH2:8][CH2:9][CH2:10][NH:11][C:12]1[N:20]=[CH:19][N:18]=[C:17]2[C:13]=1[NH:14][C:15](=[O:21])[NH:16]2)(C)(C)C.Cl, predict the reaction product. The product is: [CH3:6][NH:7][CH2:8][CH2:9][CH2:10][NH:11][C:12]1[N:20]=[CH:19][N:18]=[C:17]2[C:13]=1[NH:14][C:15](=[O:21])[NH:16]2. (9) Given the reactants [NH:1]1[CH2:6][CH2:5][O:4][CH2:3][CH2:2]1.C([S:9][C:10](=S)[CH2:11][C:12](=[O:27])[C:13]1[C:26]2[S:25][C:24]3[C:19](=[CH:20][CH:21]=[CH:22][CH:23]=3)[S:18][C:17]=2[CH:16]=[CH:15][CH:14]=1)C, predict the reaction product. The product is: [N:1]1([C:10](=[S:9])[CH2:11][C:12]([C:13]2[C:26]3[S:25][C:24]4[C:19](=[CH:20][CH:21]=[CH:22][CH:23]=4)[S:18][C:17]=3[CH:16]=[CH:15][CH:14]=2)=[O:27])[CH2:6][CH2:5][O:4][CH2:3][CH2:2]1.